Dataset: Catalyst prediction with 721,799 reactions and 888 catalyst types from USPTO. Task: Predict which catalyst facilitates the given reaction. (1) Reactant: [CH3:1][C:2]1[CH:3]=[N:4][C:5]([CH2:11][S+:12]([O-:24])[C:13]2[NH:14][C:15]3[CH:16]=[CH:17][C:18]([O:22][CH3:23])=[CH:19][C:20]=3[N:21]=2)=[C:6]([CH3:10])[C:7]=1[O:8][CH3:9].C(#N)C.[OH-].[Na+:29].O. Product: [CH3:1][C:2]1[CH:3]=[N:4][C:5]([CH2:11][S+:12]([O-:24])[C:13]2[N-:14][C:15]3[CH:16]=[CH:17][C:18]([O:22][CH3:23])=[CH:19][C:20]=3[N:21]=2)=[C:6]([CH3:10])[C:7]=1[O:8][CH3:9].[Na+:29]. The catalyst class is: 4. (2) Reactant: [NH:1]1[CH:5]=[C:4]([CH2:6][CH2:7][CH2:8][CH2:9][C:10]([OH:12])=O)[N:3]=[N:2]1.S(Cl)([Cl:15])=O. Product: [NH:1]1[CH:5]=[C:4]([CH2:6][CH2:7][CH2:8][CH2:9][C:10]([Cl:15])=[O:12])[N:3]=[N:2]1. The catalyst class is: 2.